From a dataset of Reaction yield outcomes from USPTO patents with 853,638 reactions. Predict the reaction yield, written as a fraction of the theoretical maximum amount of product (1.0 means a 100% yield; for example, 0.34 means a 34% yield). (1) The reactants are [CH3:1][O:2][C:3]1[CH:4]=[C:5]2[C:9](=[CH:10][CH:11]=1)[N:8]([CH2:12][C:13]1[CH:18]=[CH:17][C:16]([CH2:19][O:20][C@H:21]([CH3:30])[C:22](N3CCOCC3)=[O:23])=[CH:15][CH:14]=1)[C:7]([CH3:31])=[C:6]2[C:32]([C:34]1[CH:39]=[CH:38][C:37]([CH3:40])=[CH:36][CH:35]=1)=[O:33].C1C[O:44]CC1.[OH-].[Li+]. The catalyst is CO.O. The product is [CH3:1][O:2][C:3]1[CH:4]=[C:5]2[C:9](=[CH:10][CH:11]=1)[N:8]([CH2:12][C:13]1[CH:18]=[CH:17][C:16]([CH2:19][O:20][C@H:21]([CH3:30])[C:22]([OH:23])=[O:44])=[CH:15][CH:14]=1)[C:7]([CH3:31])=[C:6]2[C:32](=[O:33])[C:34]1[CH:39]=[CH:38][C:37]([CH3:40])=[CH:36][CH:35]=1. The yield is 0.310. (2) The reactants are [NH2:1][C:2]1[CH:3]=[C:4]([C@:8]23[CH2:16][N:15]([C:17]([O:19][C:20]([CH3:23])([CH3:22])[CH3:21])=[O:18])[CH2:14][C@H:13]2[CH2:12][S:11][C:10]([NH:24][C:25](=[O:32])[C:26]2[CH:31]=[CH:30][CH:29]=[CH:28][CH:27]=2)=[N:9]3)[CH:5]=[CH:6][CH:7]=1.[F:33][C:34]1[CH:35]=[CH:36][C:37]([C:40](O)=[O:41])=[N:38][CH:39]=1.O.ON1C2C=CC=CC=2N=N1.Cl.CN(C)C(C)CN=C=NCC.C(N(C(C)C)CC)(C)C. The catalyst is ClCCl.C(=O)(O)[O-].[Na+].CN(C)C=O. The product is [C:25]([NH:24][C:10]1[S:11][CH2:12][C@@H:13]2[CH2:14][N:15]([C:17]([O:19][C:20]([CH3:23])([CH3:22])[CH3:21])=[O:18])[CH2:16][C@:8]2([C:4]2[CH:5]=[CH:6][CH:7]=[C:2]([NH:1][C:40]([C:37]3[CH:36]=[CH:35][C:34]([F:33])=[CH:39][N:38]=3)=[O:41])[CH:3]=2)[N:9]=1)(=[O:32])[C:26]1[CH:27]=[CH:28][CH:29]=[CH:30][CH:31]=1. The yield is 0.890.